Dataset: Forward reaction prediction with 1.9M reactions from USPTO patents (1976-2016). Task: Predict the product of the given reaction. (1) The product is: [CH3:20][O:21][C:22]1[CH:27]=[CH:26][C:25]([C:2]2[C:10]3[N:9]4[CH2:11][CH2:12][CH2:13][NH:14][C:15](=[O:16])[C:8]4=[C:7]([CH3:17])[C:6]=3[CH:5]=[C:4]([C:18]#[N:19])[CH:3]=2)=[CH:24][CH:23]=1. Given the reactants Br[C:2]1[C:10]2[N:9]3[CH2:11][CH2:12][CH2:13][NH:14][C:15](=[O:16])[C:8]3=[C:7]([CH3:17])[C:6]=2[CH:5]=[C:4]([C:18]#[N:19])[CH:3]=1.[CH3:20][O:21][C:22]1[CH:27]=[CH:26][C:25](B(O)O)=[CH:24][CH:23]=1, predict the reaction product. (2) The product is: [OH:1][C:2]([CH2:6][CH2:7][CH3:8])([C:3]([NH2:38])=[O:4])[C:9]([N:10]([C@@H:11]1[C:17](=[O:18])[NH:16][C:15]2[CH:19]=[CH:20][CH:21]=[CH:22][C:14]=2[C:13]2[CH:23]=[CH:24][CH:25]=[CH:26][C:12]1=2)[CH2:32][CH2:31][C:30]([F:35])([F:34])[F:29])=[O:27]. Given the reactants [OH:1][C:2]([C:9](=[O:27])[NH:10][C@@H:11]1[C:17](=[O:18])[NH:16][C:15]2[CH:19]=[CH:20][CH:21]=[CH:22][C:14]=2[C:13]2[CH:23]=[CH:24][CH:25]=[CH:26][C:12]1=2)([CH2:6][CH2:7][CH3:8])[C:3](O)=[O:4].Cl.[F:29][C:30]([F:35])([F:34])[CH2:31][CH2:32]N.O.O[N:38]1C2C=CC=CC=2N=N1.C(N(C(C)C)CC)(C)C.Cl.CN(C)CCCN=C=NCC, predict the reaction product. (3) Given the reactants [S:1]1[C:5]2[CH:6]=[CH:7][CH:8]=[CH:9][C:4]=2[N:3]=[C:2]1[C:10]1[C:18]2[CH2:17][CH2:16][N:15]([CH3:19])[CH2:14][C:13]=2[S:12][C:11]=1[NH2:20].[C:21](OC(=O)C)(=[O:23])[CH3:22].C(O)(=O)C.C(=O)(O)[O-].[Na+], predict the reaction product. The product is: [S:1]1[C:5]2[CH:6]=[CH:7][CH:8]=[CH:9][C:4]=2[N:3]=[C:2]1[C:10]1[C:18]2[CH2:17][CH2:16][N:15]([CH3:19])[CH2:14][C:13]=2[S:12][C:11]=1[NH:20][C:21](=[O:23])[CH3:22]. (4) Given the reactants [F:1][C:2]1[CH:19]=[CH:18][C:5]([CH2:6][CH:7]2[CH2:12][CH2:11][N:10]([C:13](=[O:17])[C:14]([OH:16])=O)[CH2:9][CH2:8]2)=[CH:4][CH:3]=1.[N+:20]([C:23]1[CH:29]=[CH:28][C:26]([NH2:27])=[CH:25][CH:24]=1)([O-:22])=[O:21], predict the reaction product. The product is: [F:1][C:2]1[CH:3]=[CH:4][C:5]([CH2:6][CH:7]2[CH2:8][CH2:9][N:10]([C:13](=[O:17])[C:14]([NH:27][C:26]3[CH:28]=[CH:29][C:23]([N+:20]([O-:22])=[O:21])=[CH:24][CH:25]=3)=[O:16])[CH2:11][CH2:12]2)=[CH:18][CH:19]=1. (5) Given the reactants C([Li])(CC)C.[Si]([O:13][C:14]1[C:19]([F:20])=[CH:18][CH:17]=[CH:16][C:15]=1[F:21])(C(C)(C)C)(C)C.[C:22]([O:26][C:27]([N:29]1[CH2:34][CH2:33][CH:32](/[CH:35]=[N:36]/[S:37]([C:39]([CH3:42])([CH3:41])[CH3:40])=[O:38])[CH2:31][CH2:30]1)=[O:28])([CH3:25])([CH3:24])[CH3:23].[F-].C([N+](CCCC)(CCCC)CCCC)CCC, predict the reaction product. The product is: [C:22]([O:26][C:27]([N:29]1[CH2:34][CH2:33][CH:32]([CH:35]([C:18]2[CH:17]=[CH:16][C:15]([F:21])=[C:14]([OH:13])[C:19]=2[F:20])[NH:36][S:37]([C:39]([CH3:42])([CH3:41])[CH3:40])=[O:38])[CH2:31][CH2:30]1)=[O:28])([CH3:25])([CH3:23])[CH3:24]. (6) Given the reactants [N:1]1[C:10]2[C:5](=[CH:6][CH:7]=[CH:8][CH:9]=2)[CH:4]=[C:3]([C:11]2[N:12]=[C:13]3[CH:18]=[CH:17][C:16]([C:19]4[CH:20]=[C:21]([CH2:25][OH:26])[CH:22]=[CH:23][CH:24]=4)=[CH:15][N:14]3[CH:27]=2)[CH:2]=1.[ClH:28], predict the reaction product. The product is: [ClH:28].[N:1]1[C:10]2[C:5](=[CH:6][CH:7]=[CH:8][CH:9]=2)[CH:4]=[C:3]([C:11]2[N:12]=[C:13]3[CH:18]=[CH:17][C:16]([C:19]4[CH:20]=[C:21]([CH2:25][OH:26])[CH:22]=[CH:23][CH:24]=4)=[CH:15][N:14]3[CH:27]=2)[CH:2]=1. (7) Given the reactants [CH3:1][O:2][C:3]1[CH:28]=[CH:27][C:26]([O:29]COC)=[CH:25][C:4]=1/[CH:5]=[C:6]1/[C:7](=[O:24])[N:8]([S:14]([C:17]2[CH:22]=[CH:21][C:20]([Cl:23])=[CH:19][CH:18]=2)(=[O:16])=[O:15])[CH2:9][C:10](=[O:13])[NH:11][CH2:12]/1.[OH:33][C:34]1[CH:59]=[CH:58][C:57]([CH3:60])=[CH:56][C:35]=1/[CH:36]=[C:37]1/[C:38](=[O:55])[N:39]([S:45]([C:48]2[CH:53]=[CH:52][C:51]([Cl:54])=[CH:50][CH:49]=2)(=[O:47])=[O:46])[CH2:40][C:41](=[O:44])[NH:42][CH2:43]/1, predict the reaction product. The product is: [CH3:1][O:2][CH2:3][O:33][C:34]1[CH:59]=[CH:58][C:57]([CH3:60])=[CH:56][C:35]=1/[CH:36]=[C:37]1/[C:38](=[O:55])[N:39]([S:45]([C:48]2[CH:49]=[CH:50][C:51]([Cl:54])=[CH:52][CH:53]=2)(=[O:46])=[O:47])[CH2:40][C:41](=[O:44])[NH:42][CH2:43]/1.[Cl:23][C:20]1[CH:21]=[CH:22][C:17]([S:14]([N:8]2[C:7](=[O:24])/[C:6](=[CH:5]/[C:4]3[CH:25]=[C:26]([OH:29])[CH:27]=[CH:28][C:3]=3[O:2][CH3:1])/[CH2:12][NH:11][C:10](=[O:13])[CH2:9]2)(=[O:15])=[O:16])=[CH:18][CH:19]=1.